The task is: Binary Classification. Given a T-cell receptor sequence (or CDR3 region) and an epitope sequence, predict whether binding occurs between them.. This data is from TCR-epitope binding with 47,182 pairs between 192 epitopes and 23,139 TCRs. (1) The epitope is LPPIVAKEI. The TCR CDR3 sequence is CSVQGAGGRSYNEQFF. Result: 0 (the TCR does not bind to the epitope). (2) The TCR CDR3 sequence is CASSQDFAGSYNEQFF. Result: 1 (the TCR binds to the epitope). The epitope is FVDGVPFVV. (3) The epitope is KLWAQCVQL. The TCR CDR3 sequence is CASSYTGQLTEAFF. Result: 1 (the TCR binds to the epitope). (4) The epitope is LLSAGIFGA. The TCR CDR3 sequence is CASSQGAGQAYEQYF. Result: 0 (the TCR does not bind to the epitope). (5) The epitope is RPPIFIRRL. The TCR CDR3 sequence is CASSTSSGSDNEQFF. Result: 0 (the TCR does not bind to the epitope). (6) The epitope is SEISMDNSPNL. The TCR CDR3 sequence is CASSLGNEQFF. Result: 0 (the TCR does not bind to the epitope).